From a dataset of NCI-60 drug combinations with 297,098 pairs across 59 cell lines. Regression. Given two drug SMILES strings and cell line genomic features, predict the synergy score measuring deviation from expected non-interaction effect. (1) Drug 1: C1CN1P(=S)(N2CC2)N3CC3. Drug 2: CC1=C(C(=CC=C1)Cl)NC(=O)C2=CN=C(S2)NC3=CC(=NC(=N3)C)N4CCN(CC4)CCO. Cell line: KM12. Synergy scores: CSS=4.76, Synergy_ZIP=0.188, Synergy_Bliss=1.18, Synergy_Loewe=-4.97, Synergy_HSA=-5.11. (2) Drug 1: CCC1(CC2CC(C3=C(CCN(C2)C1)C4=CC=CC=C4N3)(C5=C(C=C6C(=C5)C78CCN9C7C(C=CC9)(C(C(C8N6C=O)(C(=O)OC)O)OC(=O)C)CC)OC)C(=O)OC)O.OS(=O)(=O)O. Drug 2: C1C(C(OC1N2C=NC(=NC2=O)N)CO)O. Cell line: OVCAR-8. Synergy scores: CSS=13.4, Synergy_ZIP=-2.44, Synergy_Bliss=-0.394, Synergy_Loewe=-4.25, Synergy_HSA=-0.830. (3) Drug 1: CC(CN1CC(=O)NC(=O)C1)N2CC(=O)NC(=O)C2. Drug 2: C1=CC(=CC=C1CC(C(=O)O)N)N(CCCl)CCCl.Cl. Cell line: OVCAR-5. Synergy scores: CSS=30.9, Synergy_ZIP=-2.52, Synergy_Bliss=10.7, Synergy_Loewe=5.83, Synergy_HSA=8.00. (4) Synergy scores: CSS=-2.52, Synergy_ZIP=1.12, Synergy_Bliss=-0.967, Synergy_Loewe=-4.22, Synergy_HSA=-3.81. Drug 1: CCCCCOC(=O)NC1=NC(=O)N(C=C1F)C2C(C(C(O2)C)O)O. Cell line: CCRF-CEM. Drug 2: CC(C)NC(=O)C1=CC=C(C=C1)CNNC.Cl. (5) Drug 1: C1CCC(C1)C(CC#N)N2C=C(C=N2)C3=C4C=CNC4=NC=N3. Drug 2: CCC(=C(C1=CC=CC=C1)C2=CC=C(C=C2)OCCN(C)C)C3=CC=CC=C3.C(C(=O)O)C(CC(=O)O)(C(=O)O)O. Cell line: IGROV1. Synergy scores: CSS=16.5, Synergy_ZIP=-0.263, Synergy_Bliss=5.47, Synergy_Loewe=6.43, Synergy_HSA=6.51.